From a dataset of Forward reaction prediction with 1.9M reactions from USPTO patents (1976-2016). Predict the product of the given reaction. (1) Given the reactants S(=O)(=O)(O)O.Cl.[Cl:7][C:8]1[CH:13]=[CH:12][C:11]([NH:14]N)=[CH:10][CH:9]=1.[CH:16]1([N:19]2[CH2:24][CH2:23][CH2:22][CH2:21][C:20]2=O)[CH2:18][CH2:17]1, predict the reaction product. The product is: [Cl:7][C:8]1[CH:13]=[CH:12][C:11]2[NH:14][C:22]3[CH2:23][CH2:24][N:19]([CH:16]4[CH2:18][CH2:17]4)[CH2:20][C:21]=3[C:10]=2[CH:9]=1. (2) Given the reactants [S:1]1[CH:5]=[CH:4][N:3]=[C:2]1[NH:6][S:7]([C:10]1[CH:15]=[CH:14][C:13]([CH:16]2[CH2:21][CH2:20][N:19](C(=O)C(F)(F)F)[CH2:18][CH2:17]2)=[CH:12][CH:11]=1)(=[O:9])=[O:8].[OH-].[Na+], predict the reaction product. The product is: [NH:19]1[CH2:18][CH2:17][CH:16]([C:13]2[CH:12]=[CH:11][C:10]([S:7]([NH:6][C:2]3[S:1][CH:5]=[CH:4][N:3]=3)(=[O:8])=[O:9])=[CH:15][CH:14]=2)[CH2:21][CH2:20]1. (3) The product is: [CH2:1]([C:8]1[CH:9]=[C:10]([C:18]2[C:19](=[O:24])[NH:20][CH:21]=[CH:22][CH:23]=2)[CH:11]=[C:12]([C:14]([CH3:17])([CH3:16])[CH3:15])[CH:13]=1)[C:2]1[CH:3]=[CH:4][CH:5]=[CH:6][CH:7]=1. Given the reactants [CH2:1]([C:8]1[CH:9]=[C:10]([C:18]2[C:19]([O:24]C)=[N:20][CH:21]=[CH:22][CH:23]=2)[CH:11]=[C:12]([C:14]([CH3:17])([CH3:16])[CH3:15])[CH:13]=1)[C:2]1[CH:7]=[CH:6][CH:5]=[CH:4][CH:3]=1.Br.C([O-])(O)=O.[Na+], predict the reaction product. (4) Given the reactants [OH:1][C:2]1[C:3]([C:8]([OH:10])=[O:9])=[N:4][CH:5]=[CH:6][CH:7]=1.S(=O)(=O)(O)O.[C:16](=O)([O-])O.[Na+], predict the reaction product. The product is: [OH:1][C:2]1[C:3]([C:8]([O:10][CH3:16])=[O:9])=[N:4][CH:5]=[CH:6][CH:7]=1.